This data is from Full USPTO retrosynthesis dataset with 1.9M reactions from patents (1976-2016). The task is: Predict the reactants needed to synthesize the given product. The reactants are: [F:1][C:2]1[CH:10]=[CH:9][CH:8]=[C:7]2[C:3]=1[CH2:4][CH2:5][N:6]2[C:11](=[O:21])[CH2:12][C:13]1[NH:18][C:17](=[O:19])[CH:16]=[C:15](Cl)[N:14]=1.[N:22]1[CH:27]=[CH:26][C:25](B2OC(C)(C)C(C)(C)O2)=[CH:24][CH:23]=1.C(=O)([O-])[O-].[Cs+].[Cs+].CO. Given the product [F:1][C:2]1[CH:10]=[CH:9][CH:8]=[C:7]2[C:3]=1[CH2:4][CH2:5][N:6]2[C:11](=[O:21])[CH2:12][C:13]1[NH:18][C:17](=[O:19])[CH:16]=[C:15]([C:25]2[CH:26]=[CH:27][N:22]=[CH:23][CH:24]=2)[N:14]=1, predict the reactants needed to synthesize it.